Dataset: NCI-60 drug combinations with 297,098 pairs across 59 cell lines. Task: Regression. Given two drug SMILES strings and cell line genomic features, predict the synergy score measuring deviation from expected non-interaction effect. Drug 1: C1CN1C2=NC(=NC(=N2)N3CC3)N4CC4. Drug 2: C(CC(=O)O)C(=O)CN.Cl. Cell line: IGROV1. Synergy scores: CSS=16.1, Synergy_ZIP=-8.41, Synergy_Bliss=-5.48, Synergy_Loewe=-18.6, Synergy_HSA=-2.86.